From a dataset of CYP3A4 inhibition data for predicting drug metabolism from PubChem BioAssay. Regression/Classification. Given a drug SMILES string, predict its absorption, distribution, metabolism, or excretion properties. Task type varies by dataset: regression for continuous measurements (e.g., permeability, clearance, half-life) or binary classification for categorical outcomes (e.g., BBB penetration, CYP inhibition). Dataset: cyp3a4_veith. (1) The drug is OCCN1CCN(CCCN2c3ccccc3Sc3ccc(Cl)cc32)CC1. The result is 0 (non-inhibitor). (2) The drug is COCC1C2CC[C@H]3C(OCc4ccc(OC)cc4)OC[C@]4(C)[C@H]3C2=C(CN4C(=O)OC(C)(C)C)[C@H](C)C1COC. The result is 1 (inhibitor). (3) The drug is O=C(Cc1cccs1)N/N=C/C(Br)=C/c1ccccc1. The result is 0 (non-inhibitor). (4) The molecule is N=C(N)SCCc1ccc(OCc2ccc([N+](=O)[O-])cc2)cc1. The result is 0 (non-inhibitor). (5) The drug is O=c1c(-c2cc(F)cc(F)c2)nc2cnc(Nc3ccccc3)nc2n1C[C@H]1CCCO1. The result is 0 (non-inhibitor). (6) The drug is COc1ccccc1CNc1ccnc(-c2c(C)noc2C)n1. The result is 1 (inhibitor). (7) The molecule is CC[C@]1(c2cccc(O)c2)CCCCN(C)C1. The result is 0 (non-inhibitor).